From a dataset of Forward reaction prediction with 1.9M reactions from USPTO patents (1976-2016). Predict the product of the given reaction. Given the reactants [N+:1]([C:4]1[CH:9]=[CH:8][C:7]([C:10]2[O:16][C:13]([CH:14]=O)=[CH:12][CH:11]=2)=[CH:6][CH:5]=1)([O-:3])=[O:2].[N:17]([CH2:20][C:21]([O:23][CH2:24][CH3:25])=[O:22])=[N+]=[N-], predict the reaction product. The product is: [CH2:24]([O:23][C:21]([C:20]1[NH:17][C:12]2[CH:11]=[C:10]([C:7]3[CH:6]=[CH:5][C:4]([N+:1]([O-:3])=[O:2])=[CH:9][CH:8]=3)[O:16][C:13]=2[CH:14]=1)=[O:22])[CH3:25].